From a dataset of Catalyst prediction with 721,799 reactions and 888 catalyst types from USPTO. Predict which catalyst facilitates the given reaction. Reactant: C[O:2][C:3](=[O:35])[CH2:4][N:5]([CH2:7][C:8]1[CH:13]=[C:12]([Cl:14])[CH:11]=[CH:10][C:9]=1[O:15][CH2:16][C:17]([N:19]1[CH2:24][C@H:23]([CH3:25])[N:22]([CH2:26][C:27]2[CH:32]=[CH:31][C:30]([F:33])=[CH:29][CH:28]=2)[CH2:21][C@H:20]1[CH3:34])=[O:18])[CH3:6].O1CCCC1.O.[OH-].[Li+]. Product: [Cl:14][C:12]1[CH:11]=[CH:10][C:9]([O:15][CH2:16][C:17]([N:19]2[CH2:24][C@H:23]([CH3:25])[N:22]([CH2:26][C:27]3[CH:28]=[CH:29][C:30]([F:33])=[CH:31][CH:32]=3)[CH2:21][C@H:20]2[CH3:34])=[O:18])=[C:8]([CH:13]=1)[CH2:7][N:5]([CH2:4][C:3]([OH:35])=[O:2])[CH3:6]. The catalyst class is: 6.